Predict the reactants needed to synthesize the given product. From a dataset of Full USPTO retrosynthesis dataset with 1.9M reactions from patents (1976-2016). (1) Given the product [CH3:8][C:9]1[CH:14]=[CH:13][CH:12]=[CH:11][C:10]=1[CH2:15][N:1]1[CH2:5][CH2:4][CH2:3][C:2]1=[O:6], predict the reactants needed to synthesize it. The reactants are: [NH:1]1[CH2:5][CH2:4][CH2:3][C:2]1=[O:6].Br[CH2:8][C:9]1[C:10]([CH3:15])=[CH:11][CH:12]=[CH:13][CH:14]=1.CN(C)C=O.[H-].[Na+]. (2) Given the product [Cl:9][C:10]1[CH:11]=[C:12]2[C:16](=[CH:17][CH:18]=1)[N:15]([CH2:19][C:20]([OH:22])=[O:21])[C:14]([CH2:23][S:36]([CH3:35])(=[O:38])=[O:37])=[C:13]2[C:24]1[C:33]2[C:28](=[CH:29][C:30]([Cl:34])=[CH:31][CH:32]=2)[N:27]=[CH:26][CH:25]=1, predict the reactants needed to synthesize it. The reactants are: BrN1C(=O)CCC1=O.[Cl:9][C:10]1[CH:11]=[C:12]2[C:16](=[CH:17][CH:18]=1)[N:15]([CH2:19][C:20]([OH:22])=[O:21])[C:14]([CH3:23])=[C:13]2[C:24]1[C:33]2[C:28](=[CH:29][C:30]([Cl:34])=[CH:31][CH:32]=2)[N:27]=[CH:26][CH:25]=1.[CH3:35][S:36]([O-:38])=[O:37].[Na+]. (3) Given the product [CH2:20]([N:3]([CH2:1][CH3:2])[CH2:4][CH2:5][NH:6][C:7]([C:9]1[C:10]2[C:11](=[CH:12][C:13]3[C:27]([N:28]=2)=[CH:26][CH:25]=[CH:15][C:14]=3[I:19])[CH:16]=[CH:17][CH:18]=1)=[O:8])[CH3:21], predict the reactants needed to synthesize it. The reactants are: [CH2:1]([N:3]([CH2:20][CH3:21])[CH2:4][CH2:5][NH:6][C:7]([C:9]1[CH:18]=[CH:17][C:16]2[C:11](=[CH:12][CH:13]=[C:14]([I:19])[CH:15]=2)[CH:10]=1)=[O:8])[CH3:2].IC1C=[CH:25][CH:26]=[C:27]2C=1C=C1C(C(C(OC)=O)=CC=C1)=[N:28]2.[K+].[Br-].IC1C2C=C(C(OC)=O)SC=2C=CC=1.IC1C=CC=C2C=1N=C1C(=C2)C=CC=C1C(OC)=O.